From a dataset of Reaction yield outcomes from USPTO patents with 853,638 reactions. Predict the reaction yield, written as a fraction of the theoretical maximum amount of product (1.0 means a 100% yield; for example, 0.34 means a 34% yield). The reactants are [C:1]([C:3]1[C:4]2[N:5]([C:9]([C:12]3[CH:13]=[C:14]([NH:22][C:23]([NH:25][CH2:26][C:27]([F:30])([F:29])[F:28])=[O:24])[CH:15]=[C:16]([O:18][CH:19]([CH3:21])[CH3:20])[CH:17]=3)=[CH:10][N:11]=2)[CH:6]=[CH:7][CH:8]=1)#[N:2].CO. The catalyst is N.[Pd]. The product is [NH2:2][CH2:1][C:3]1[C:4]2[N:5]([C:9]([C:12]3[CH:13]=[C:14]([NH:22][C:23]([NH:25][CH2:26][C:27]([F:29])([F:30])[F:28])=[O:24])[CH:15]=[C:16]([O:18][CH:19]([CH3:21])[CH3:20])[CH:17]=3)=[CH:10][N:11]=2)[CH:6]=[CH:7][CH:8]=1. The yield is 0.860.